Dataset: Full USPTO retrosynthesis dataset with 1.9M reactions from patents (1976-2016). Task: Predict the reactants needed to synthesize the given product. (1) The reactants are: [CH:1]1([N:5]2[C:9]3[CH:10]=[C:11]([C:14](=[O:17])[CH2:15]C)[CH:12]=[CH:13][C:8]=3[N:7]=[C:6]2[NH:18][C:19](=[O:25])[CH2:20][C:21]([CH3:24])([CH3:23])[CH3:22])[CH2:4][CH2:3][CH2:2]1.C(O)C.[BH4-].[Na+]. Given the product [CH:1]1([N:5]2[C:9]3[CH:10]=[C:11]([CH:14]([OH:17])[CH3:15])[CH:12]=[CH:13][C:8]=3[N:7]=[C:6]2[NH:18][C:19](=[O:25])[CH2:20][C:21]([CH3:24])([CH3:23])[CH3:22])[CH2:2][CH2:3][CH2:4]1, predict the reactants needed to synthesize it. (2) Given the product [OH:29][C@@:25]([C:22]1[CH:21]=[C:20]([CH3:19])[O:24][N:23]=1)([CH3:26])[C:27]#[C:28][C:2]1[CH:3]=[CH:4][C:5]2[O:11][CH2:10][CH2:9][N:8]3[CH:12]=[C:13]([C:15]([NH2:17])=[O:16])[N:14]=[C:7]3[C:6]=2[CH:18]=1, predict the reactants needed to synthesize it. The reactants are: Br[C:2]1[CH:3]=[CH:4][C:5]2[O:11][CH2:10][CH2:9][N:8]3[CH:12]=[C:13]([C:15]([NH2:17])=[O:16])[N:14]=[C:7]3[C:6]=2[CH:18]=1.[CH3:19][C:20]1[O:24][N:23]=[C:22]([C@@:25]([OH:29])([C:27]#[CH:28])[CH3:26])[CH:21]=1. (3) Given the product [O:32]=[C:19]([C:20]1[CH:25]=[C:24]([O:26][CH3:27])[C:23]([O:28][CH3:29])=[C:22]([O:30][CH3:31])[CH:21]=1)[CH:18]=[C:16]([C:13]1[CH:12]=[CH:11][C:10]([CH2:9][N:7]2[CH2:6][CH:5]([C:3]([OH:4])=[O:2])[CH2:8]2)=[CH:15][CH:14]=1)[CH3:17], predict the reactants needed to synthesize it. The reactants are: C[O:2][C:3]([CH:5]1[CH2:8][N:7]([CH2:9][C:10]2[CH:15]=[CH:14][C:13]([C:16](=[CH:18][C:19](=[O:32])[C:20]3[CH:25]=[C:24]([O:26][CH3:27])[C:23]([O:28][CH3:29])=[C:22]([O:30][CH3:31])[CH:21]=3)[CH3:17])=[CH:12][CH:11]=2)[CH2:6]1)=[O:4].COC(C1CN(CC2C=CC(OCC3C4C=C(Cl)C=CC=4OC=3)=CC=2)C1)=O. (4) Given the product [ClH:1].[Cl:1][C:2]1[CH:3]=[C:4]([NH:17][C:19]2[C:28]3[C:23](=[CH:24][CH:25]=[C:26]([I:29])[CH:27]=3)[N:22]=[CH:21][N:20]=2)[CH:5]=[CH:6][C:7]=1[O:8][CH2:9][C:10]1[CH:15]=[CH:14][CH:13]=[CH:12][N:11]=1, predict the reactants needed to synthesize it. The reactants are: [Cl:1][C:2]1[CH:3]=[C:4]([NH2:17])[CH:5]=[CH:6][C:7]=1[O:8][CH2:9][C:10]1[CH:15]=[CH:14][CH:13]=[C:12](C)[N:11]=1.Cl[C:19]1[C:28]2[C:23](=[CH:24][CH:25]=[C:26]([I:29])[CH:27]=2)[N:22]=[CH:21][N:20]=1. (5) Given the product [C:12]([Si:15]([CH3:17])([CH3:16])[O:5][CH:2]([CH3:1])[CH:3]=[CH2:4])([CH3:14])([CH3:13])[CH3:11], predict the reactants needed to synthesize it. The reactants are: [CH3:1][CH:2]([OH:5])[CH:3]=[CH2:4].N1C=CN=C1.[CH3:11][C:12]([Si:15](Cl)([CH3:17])[CH3:16])([CH3:14])[CH3:13]. (6) Given the product [CH2:35]([O:34][CH2:33][C:11]12[N:17]([CH3:18])[C:16](=[O:19])[CH:14]([N:13]([CH3:20])[C:12]1=[O:21])[S:15][CH:9]([C:6]1[CH:7]=[CH:8][C:3]([O:2][CH3:1])=[CH:4][CH:5]=1)[S:10]2)[C:36]1[CH:41]=[CH:40][CH:39]=[CH:38][CH:37]=1, predict the reactants needed to synthesize it. The reactants are: [CH3:1][O:2][C:3]1[CH:8]=[CH:7][C:6]([CH:9]2[S:15][CH:14]3[C:16](=[O:19])[N:17]([CH3:18])[CH:11]([C:12](=[O:21])[N:13]3[CH3:20])[S:10]2)=[CH:5][CH:4]=1.[Li+].C[Si]([N-][Si](C)(C)C)(C)C.Cl[CH2:33][O:34][CH2:35][C:36]1[CH:41]=[CH:40][CH:39]=[CH:38][CH:37]=1. (7) Given the product [ClH:24].[Cl:24][C:21]1[CH:22]=[CH:23][C:18]([C:17]([NH:16][C:11]2([C:14]#[N:15])[CH2:10][CH2:9][NH:8][CH2:13][CH2:12]2)=[O:25])=[CH:19][CH:20]=1, predict the reactants needed to synthesize it. The reactants are: C(OC([N:8]1[CH2:13][CH2:12][C:11]([NH:16][C:17](=[O:25])[C:18]2[CH:23]=[CH:22][C:21]([Cl:24])=[CH:20][CH:19]=2)([C:14]#[N:15])[CH2:10][CH2:9]1)=O)(C)(C)C.